From a dataset of Catalyst prediction with 721,799 reactions and 888 catalyst types from USPTO. Predict which catalyst facilitates the given reaction. (1) Product: [C:21]([O:20][C:18]([NH:17][C@H:16]([C:25]([O:27][C:28]([CH3:31])([CH3:30])[CH3:29])=[O:26])[CH2:15][C@H:14]([CH2:13][C:12]1[CH:39]=[CH:40][C:9]([OH:8])=[CH:10][CH:11]=1)[C:32]([O:34][C:35]([CH3:37])([CH3:36])[CH3:38])=[O:33])=[O:19])([CH3:22])([CH3:23])[CH3:24]. The catalyst class is: 19. Reactant: C([O:8][C:9]1[CH:40]=[CH:39][C:12]([CH2:13][C@H:14]([C:32]([O:34][C:35]([CH3:38])([CH3:37])[CH3:36])=[O:33])[CH2:15][C@@H:16]([C:25]([O:27][C:28]([CH3:31])([CH3:30])[CH3:29])=[O:26])[NH:17][C:18]([O:20][C:21]([CH3:24])([CH3:23])[CH3:22])=[O:19])=[CH:11][CH:10]=1)C1C=CC=CC=1. (2) Reactant: [C:1]([O:5][C:6](=[O:13])[C@@H:7]1[CH2:11][CH2:10][C:9](=[O:12])[NH:8]1)([CH3:4])([CH3:3])[CH3:2].[Li+].CC([N-]C(C)C)C.[N:22]([C:25]1[CH:33]=[CH:32][CH:31]=[CH:30][C:26]=1[C:27](Cl)=[O:28])=[N+:23]=[N-:24]. Product: [C:1]([O:5][C:6]([C@@H:7]1[CH2:11][CH2:10][C:9](=[O:12])[N:8]1[C:27](=[O:28])[C:26]1[CH:30]=[CH:31][CH:32]=[CH:33][C:25]=1[N:22]=[N+:23]=[N-:24])=[O:13])([CH3:4])([CH3:2])[CH3:3]. The catalyst class is: 1.